From a dataset of Reaction yield outcomes from USPTO patents with 853,638 reactions. Predict the reaction yield, written as a fraction of the theoretical maximum amount of product (1.0 means a 100% yield; for example, 0.34 means a 34% yield). (1) The reactants are [O:1]1C=CC=[C:2]1[C:6]1[N:10]([C:11]2[CH:12]=[C:13]([CH:16]=[CH:17][CH:18]=2)[C:14]#[N:15])[N:9]=[C:8]([C:19]([F:22])([F:21])[F:20])[CH:7]=1.C(#N)C.I([O-])(=O)(=O)=[O:27].[Na+]. The catalyst is [Ru](Cl)(Cl)Cl.C(Cl)(Cl)(Cl)Cl. The product is [C:14]([C:13]1[CH:12]=[C:11]([N:10]2[C:6]([C:2]([OH:1])=[O:27])=[CH:7][C:8]([C:19]([F:22])([F:21])[F:20])=[N:9]2)[CH:18]=[CH:17][CH:16]=1)#[N:15]. The yield is 0.170. (2) The reactants are [NH2:1][C:2]1[N:6]([C:7]2[CH:12]=[CH:11][CH:10]=[CH:9][CH:8]=2)[N:5]=[C:4]([C:13]([OH:15])=O)[C:3]=1[CH3:16].CCN(C(C)C)C(C)C.ClC(OCC(C)C)=O.[CH3:34][N:35]([C:37]([O:39][C:40]([CH3:43])([CH3:42])[CH3:41])=[O:38])[NH2:36]. The catalyst is C(Cl)Cl. The product is [NH2:1][C:2]1[N:6]([C:7]2[CH:8]=[CH:9][CH:10]=[CH:11][CH:12]=2)[N:5]=[C:4]([C:13]([NH:36][N:35]([CH3:34])[C:37]([O:39][C:40]([CH3:43])([CH3:42])[CH3:41])=[O:38])=[O:15])[C:3]=1[CH3:16]. The yield is 0.800. (3) The yield is 0.630. The reactants are [CH3:1]C1N=C2C(CC(=O)N2)=CN=1.[H-].[Na+].Cl[C:15]1[C:20]2=[C:21](C)[C:22]([C:24]([O:26][CH3:27])=[O:25])=[CH:23][N:19]2[N:18]=[CH:17][N:16]=1.C(O)(=O)C. The product is [CH3:27][O:26][C:24]([C:22]1[CH:21]=[C:20]2[N:19]([CH:23]=1)[N:18]=[C:17]([CH3:1])[N:16]=[CH:15]2)=[O:25]. The catalyst is CN(C=O)C.C1COCC1.C(Cl)Cl. (4) The reactants are [NH2:1][C:2]1[CH:3]=[C:4]([CH:8]=[CH:9][C:10]=1[F:11])[C:5]([OH:7])=O.[CH2:12]1[C@H:21]2[C@H:16]([CH2:17][CH2:18][C:19]3[CH:25]=[CH:24][CH:23]=[CH:22][C:20]=32)[NH:15][CH2:14][CH2:13]1.F[P-](F)(F)(F)(F)F.N1(OC(N(C)C)=[N+](C)C)C2N=CC=CC=2N=N1. No catalyst specified. The product is [NH2:1][C:2]1[CH:3]=[C:4]([C:5]([N:15]2[C@@H:16]3[C@@H:21]([C:20]4[CH:22]=[CH:23][CH:24]=[CH:25][C:19]=4[CH2:18][CH2:17]3)[CH2:12][CH2:13][CH2:14]2)=[O:7])[CH:8]=[CH:9][C:10]=1[F:11]. The yield is 0.470. (5) The reactants are [O:1]1[CH:3]([CH2:4][CH2:5][CH2:6][CH2:7][CH2:8][CH3:9])[CH2:2]1.C1C(=O)N(Br)C(=O)C1.[C:18]([O:26]OC(=O)C1C=CC=CC=1)(=[O:25])C1C=CC=CC=1.C1C2C(=CC=CC=2)C=CC=1. The catalyst is CN(C=O)C. The product is [CH2:4]([CH:3]1[CH2:2][O:26][C:18](=[O:25])[O:1]1)[CH2:5][CH2:6][CH2:7][CH2:8][CH3:9]. The yield is 0.870.